From a dataset of Reaction yield outcomes from USPTO patents with 853,638 reactions. Predict the reaction yield, written as a fraction of the theoretical maximum amount of product (1.0 means a 100% yield; for example, 0.34 means a 34% yield). (1) The reactants are Br[C:2]1[C:15]([CH:16]2[C@H:21]([O:22][CH2:23][C:24]3[CH:29]=[CH:28][CH:27]=[CH:26][CH:25]=3)[C@@H:20]([O:30][CH2:31][C:32]3[CH:37]=[CH:36][CH:35]=[CH:34][CH:33]=3)[C@H:19]([O:38][CH2:39][C:40]3[CH:45]=[CH:44][CH:43]=[CH:42][CH:41]=3)[C@@H:18]([CH2:46][O:47][CH2:48][C:49]3[CH:54]=[CH:53][CH:52]=[CH:51][CH:50]=3)[O:17]2)=[CH:14][C:13]([CH2:55][C:56]2[CH:61]=[CH:60][C:59]([O:62][CH2:63][CH3:64])=[CH:58][CH:57]=2)=[C:12]([Cl:65])[C:3]=1[O:4][CH2:5][C:6](N(OC)C)=[O:7].[Li]CCCC. The catalyst is C1COCC1.[NH4+].[Cl-]. The product is [Cl:65][C:12]1[C:3]2[O:4][CH2:5][C:6](=[O:7])[C:2]=2[C:15]([CH:16]2[C@H:21]([O:22][CH2:23][C:24]3[CH:25]=[CH:26][CH:27]=[CH:28][CH:29]=3)[C@@H:20]([O:30][CH2:31][C:32]3[CH:37]=[CH:36][CH:35]=[CH:34][CH:33]=3)[C@H:19]([O:38][CH2:39][C:40]3[CH:41]=[CH:42][CH:43]=[CH:44][CH:45]=3)[C@@H:18]([CH2:46][O:47][CH2:48][C:49]3[CH:54]=[CH:53][CH:52]=[CH:51][CH:50]=3)[O:17]2)=[CH:14][C:13]=1[CH2:55][C:56]1[CH:57]=[CH:58][C:59]([O:62][CH2:63][CH3:64])=[CH:60][CH:61]=1. The yield is 0.490. (2) The reactants are [CH3:1][C:2]1[C:7]([O:8][CH2:9][CH2:10][O:11][C:12]2[CH:13]=[C:14]3[C:18](=[CH:19][CH:20]=2)[C@H:17]([CH2:21][C:22]([O:24]CC)=[O:23])[CH2:16][CH2:15]3)=[CH:6][CH:5]=[C:4]([CH3:27])[N:3]=1.O.[Li+].[OH-].Cl. The catalyst is C1COCC1.CCO. The product is [CH3:1][C:2]1[C:7]([O:8][CH2:9][CH2:10][O:11][C:12]2[CH:13]=[C:14]3[C:18](=[CH:19][CH:20]=2)[C@H:17]([CH2:21][C:22]([OH:24])=[O:23])[CH2:16][CH2:15]3)=[CH:6][CH:5]=[C:4]([CH3:27])[N:3]=1. The yield is 0.910. (3) The reactants are [CH3:1][O:2][C:3]1[CH:8]=[CH:7][CH:6]=[C:5]([O:9][CH3:10])[C:4]=1[C:11]1[CH:12]=[C:13]2[C:18](=[CH:19][CH:20]=1)[CH:17]=[C:16]([OH:21])[CH:15]=[CH:14]2.[F:22][C:23]([F:36])([F:35])[S:24](O[S:24]([C:23]([F:36])([F:35])[F:22])(=[O:26])=[O:25])(=[O:26])=[O:25]. No catalyst specified. The product is [F:22][C:23]([F:36])([F:35])[S:24]([O:21][C:16]1[CH:15]=[CH:14][C:13]2[C:18](=[CH:19][CH:20]=[C:11]([C:4]3[C:5]([O:9][CH3:10])=[CH:6][CH:7]=[CH:8][C:3]=3[O:2][CH3:1])[CH:12]=2)[CH:17]=1)(=[O:26])=[O:25]. The yield is 0.800. (4) The yield is 0.770. The product is [N:1]1[C:10]2[C:5](=[CH:6][CH:7]=[C:8]3[CH:14]=[CH:13][CH:12]=[CH:11][C:9]3=2)[CH:4]=[CH:3][C:2]=1[CH:15]([NH2:22])[CH3:16]. The catalyst is [Zn]. The reactants are [N:1]1[C:10]2[C:5](=[CH:6][CH:7]=[C:8]3[CH:14]=[CH:13][CH:12]=[CH:11][C:9]3=2)[CH:4]=[CH:3][C:2]=1[C:15](=O)[CH3:16].C([O-])(=O)C.[NH4+:22].N.O.[OH-].[Na+]. (5) The reactants are [CH3:1][O:2][C:3]([C:5]1[CH:6]=[C:7]2[C:11](=[CH:12][CH:13]=1)[NH:10][CH:9]=[C:8]2[C:14]1([C:18]#[N:19])[CH2:17][CH2:16][CH2:15]1)=[O:4]. The catalyst is CCO.[Pt](=O)=O. The product is [CH3:1][O:2][C:3]([C:5]1[CH:6]=[C:7]2[C:11](=[CH:12][CH:13]=1)[NH:10][CH:9]=[C:8]2[C:14]1([CH2:18][NH2:19])[CH2:15][CH2:16][CH2:17]1)=[O:4]. The yield is 0.690. (6) The reactants are [Cl:1][C:2]1[C:7]([C:8](=[O:18])[CH2:9][C:10]2[CH:15]=[CH:14][N:13]=[C:12]([S:16][CH3:17])[N:11]=2)=[CH:6][C:5]([F:19])=[CH:4][C:3]=1[NH:20][C:21](=[O:26])[C:22]([CH3:25])([CH3:24])[CH3:23].C1C(=O)N([Br:34])C(=O)C1. The catalyst is C(Cl)Cl. The product is [Br:34][CH:9]([C:10]1[CH:15]=[CH:14][N:13]=[C:12]([S:16][CH3:17])[N:11]=1)[C:8]([C:7]1[C:2]([Cl:1])=[C:3]([NH:20][C:21](=[O:26])[C:22]([CH3:23])([CH3:25])[CH3:24])[CH:4]=[C:5]([F:19])[CH:6]=1)=[O:18]. The yield is 0.970. (7) The reactants are O=P(Cl)(Cl)Cl.[Br:6][C:7]1[CH:8]=[N:9][C:10]2[N:11]([N:13]=[C:14]([CH3:16])[CH:15]=2)[CH:12]=1.CN([CH:20]=[O:21])C. No catalyst specified. The product is [Br:6][C:7]1[CH:8]=[N:9][C:10]2[N:11]([N:13]=[C:14]([CH3:16])[C:15]=2[CH:20]=[O:21])[CH:12]=1. The yield is 0.590. (8) The reactants are [CH2:1]([O:3][C:4]([C:6]1[NH:7][C:8]([CH3:11])=[CH:9][CH:10]=1)=[O:5])[CH3:2].[F:12][C:13]1[CH:18]=[CH:17][C:16]([CH2:19][C:20](Cl)=[O:21])=[CH:15][CH:14]=1. The catalyst is ClCCCl. The product is [CH2:1]([O:3][C:4]([C:6]1[NH:7][C:8]([CH3:11])=[C:9]([C:20](=[O:21])[CH2:19][C:16]2[CH:17]=[CH:18][C:13]([F:12])=[CH:14][CH:15]=2)[CH:10]=1)=[O:5])[CH3:2]. The yield is 0.760. (9) The reactants are [N:1]1[C:9]2[CH:8]=[CH:7][N:6]=[CH:5][C:4]=2[NH:3][C:2]=1[NH:10][CH2:11][CH2:12][CH2:13][NH2:14].[Br:15][C:16]1[C:17]([CH3:24])=[C:18]([CH:22]=O)[S:19][C:20]=1[Br:21]. No catalyst specified. The product is [Br:15][C:16]1[C:17]([CH3:24])=[C:18]([CH2:22][NH:14][CH2:13][CH2:12][CH2:11][NH:10][C:2]2[NH:1][C:9]3[CH:8]=[CH:7][N:6]=[CH:5][C:4]=3[N:3]=2)[S:19][C:20]=1[Br:21]. The yield is 0.490.